This data is from Catalyst prediction with 721,799 reactions and 888 catalyst types from USPTO. The task is: Predict which catalyst facilitates the given reaction. (1) Reactant: [Cl:1][C:2]1[CH:7]=[CH:6][C:5]([CH:8]([C:10]2[CH:15]=[CH:14][CH:13]=[CH:12][CH:11]=2)O)=[CH:4][CH:3]=1.O=S(Cl)[Cl:18].[Cl-].[Cl-].[Ca+2]. Product: [Cl:1][C:2]1[CH:7]=[CH:6][C:5]([CH:8]([Cl:18])[C:10]2[CH:15]=[CH:14][CH:13]=[CH:12][CH:11]=2)=[CH:4][CH:3]=1. The catalyst class is: 48. (2) Reactant: [C:1]([O:5][C:6](=[O:25])/[CH:7]=[CH:8]/[C:9]1[CH:13]=[CH:12][N:11]([S:14]([C:17]2[CH:22]=[CH:21][C:20](CBr)=[CH:19][CH:18]=2)(=[O:16])=[O:15])[CH:10]=1)([CH3:4])([CH3:3])[CH3:2].[CH2:26]([N:28](CC)[CH2:29]C)C. Product: [C:1]([O:5][C:6](=[O:25])/[CH:7]=[CH:8]/[C:9]1[CH:13]=[CH:12][N:11]([S:14]([C:17]2[CH:22]=[CH:21][C:20]([N:28]([CH3:29])[CH3:26])=[CH:19][CH:18]=2)(=[O:16])=[O:15])[CH:10]=1)([CH3:4])([CH3:3])[CH3:2]. The catalyst class is: 8. (3) Reactant: N#N.[F:3][C:4]([C:7]1[N:8]=[C:9]([CH2:12][N:13]2[CH:17]=[CH:16][C:15]([N+:18]([O-])=O)=[N:14]2)[S:10][CH:11]=1)([F:6])[CH3:5].[NH4+].[Cl-]. Product: [F:3][C:4]([C:7]1[N:8]=[C:9]([CH2:12][N:13]2[CH:17]=[CH:16][C:15]([NH2:18])=[N:14]2)[S:10][CH:11]=1)([F:6])[CH3:5]. The catalyst class is: 314. (4) Reactant: F[P-](F)(F)(F)(F)F.N1(O[P+](N(C)C)(N(C)C)N(C)C)C2C=CC=CC=2N=N1.[Cl:28][C:29]1[CH:34]=[CH:33][CH:32]=[C:31]([F:35])[C:30]=1[CH2:36][C:37]([OH:39])=O.Cl.[CH3:41][NH:42][O:43][CH3:44].C(N(CC)CC)C. Product: [Cl:28][C:29]1[CH:34]=[CH:33][CH:32]=[C:31]([F:35])[C:30]=1[CH2:36][C:37]([N:42]([O:43][CH3:44])[CH3:41])=[O:39]. The catalyst class is: 10.